Predict the product of the given reaction. From a dataset of Forward reaction prediction with 1.9M reactions from USPTO patents (1976-2016). (1) The product is: [F:1][C:2]1[C:7]([F:8])=[C:6]([OH:9])[C:5]([F:11])=[C:4]([F:12])[C:3]=1[C:13]1[C:14]([NH:16][C:17](=[O:19])[CH:18]=1)=[O:15]. Given the reactants [F:1][C:2]1[C:7]([F:8])=[C:6]([O:9]C)[C:5]([F:11])=[C:4]([F:12])[C:3]=1[C:13]1[C:14]([NH:16][C:17](=[O:19])[CH:18]=1)=[O:15].B(Br)(Br)Br, predict the reaction product. (2) Given the reactants [Br:1][C:2]1[N:7]2[N:8]=[CH:9][N:10]=[C:6]2[C:5](Br)=[N:4][CH:3]=1.[CH3:12][N:13]1[CH2:18][CH2:17][N:16]([C:19]2[CH:24]=[CH:23][C:22]([NH2:25])=[CH:21][CH:20]=2)[CH2:15][CH2:14]1.C(N(C(C)C)C(C)C)C, predict the reaction product. The product is: [Br:1][C:2]1[N:7]2[N:8]=[CH:9][N:10]=[C:6]2[C:5]([NH:25][C:22]2[CH:21]=[CH:20][C:19]([N:16]3[CH2:15][CH2:14][N:13]([CH3:12])[CH2:18][CH2:17]3)=[CH:24][CH:23]=2)=[N:4][CH:3]=1.